Dataset: Catalyst prediction with 721,799 reactions and 888 catalyst types from USPTO. Task: Predict which catalyst facilitates the given reaction. (1) Reactant: [CH2:1]([OH:4])[CH2:2][CH3:3].CS(C)=O.Cl[C:10]1[CH:15]=[CH:14][N+:13]([O-:16])=[CH:12][C:11]=1[CH3:17]. Product: [CH2:1]([O:4][C:10]1[CH:15]=[CH:14][N+:13]([O-:16])=[CH:12][C:11]=1[CH3:17])[CH2:2][CH3:3]. The catalyst class is: 6. (2) Reactant: [F:1][CH2:2][CH2:3][NH:4][CH:5]1[CH2:10][CH2:9][CH:8]([NH:11][C:12]2[C:23]3[C:22]4[CH2:21][CH2:20][CH2:19][C:18]=4[S:17][C:16]=3[N:15]=[CH:14][N:13]=2)[CH2:7][CH2:6]1.C=O.[BH-](OC(C)=O)(OC(C)=O)O[C:28](C)=O.[Na+]. Product: [F:1][CH2:2][CH2:3][N:4]([CH3:28])[CH:5]1[CH2:10][CH2:9][CH:8]([NH:11][C:12]2[C:23]3[C:22]4[CH2:21][CH2:20][CH2:19][C:18]=4[S:17][C:16]=3[N:15]=[CH:14][N:13]=2)[CH2:7][CH2:6]1. The catalyst class is: 5. (3) Reactant: [Cl:1][C:2]1[CH:7]=[CH:6][CH:5]=[CH:4][C:3]=1[C:8]1[N:9]([C@H:25]([CH3:28])[CH2:26][OH:27])[C:10]2[C:15]([N:16]=1)=[C:14]([N:17]1[CH2:22][CH2:21][N:20]([CH3:23])[CH2:19][CH2:18]1)[N:13]=[C:12]([CH3:24])[N:11]=2.Cl.O1CCOCC1. Product: [ClH:1].[Cl:1][C:2]1[CH:7]=[CH:6][CH:5]=[CH:4][C:3]=1[C:8]1[N:9]([C@H:25]([CH3:28])[CH2:26][OH:27])[C:10]2[C:15]([N:16]=1)=[C:14]([N:17]1[CH2:18][CH2:19][N:20]([CH3:23])[CH2:21][CH2:22]1)[N:13]=[C:12]([CH3:24])[N:11]=2. The catalyst class is: 27. (4) Reactant: [S:1]1[CH:5]=[CH:4][CH:3]=[C:2]1[C:6]([O:8][CH3:9])=[O:7].II.FC(F)(F)C(O[I:17](C1C=CC=CC=1)OC(=O)C(F)(F)F)=O.C(=O)(O)[O-].[Na+].S([O-])([O-])(=O)=S.[Na+].[Na+]. Product: [I:17][C:5]1[S:1][C:2]([C:6]([O:8][CH3:9])=[O:7])=[CH:3][CH:4]=1. The catalyst class is: 124. (5) The catalyst class is: 3. Product: [O:11]1[C:15]2[CH:16]=[CH:17][CH:18]=[CH:19][C:14]=2[CH:13]=[C:12]1[C:20]1[N:24]2[N:25]=[C:26]([NH:7][C:5](=[O:6])[CH:4]([CH:1]3[CH2:3][CH2:2]3)[OH:8])[CH:27]=[CH:28][C:23]2=[N:22][CH:21]=1. Reactant: [CH:1]1([CH:4]([OH:8])[C:5]([NH2:7])=[O:6])[CH2:3][CH2:2]1.[H-].[Na+].[O:11]1[C:15]2[CH:16]=[CH:17][CH:18]=[CH:19][C:14]=2[CH:13]=[C:12]1[C:20]1[N:24]2[N:25]=[C:26](Cl)[CH:27]=[CH:28][C:23]2=[N:22][CH:21]=1. (6) Reactant: [Br:1][CH2:2][C:3]1([CH2:11][OH:12])[CH2:8][O:7][C:6]([CH3:10])([CH3:9])[O:5][CH2:4]1.N1C=CN=C1.[C:18]([Si:22]([CH3:25])([CH3:24])Cl)([CH3:21])([CH3:20])[CH3:19].[Cl-].[NH4+]. Product: [Br:1][CH2:2][C:3]1([CH2:11][O:12][Si:22]([C:18]([CH3:21])([CH3:20])[CH3:19])([CH3:25])[CH3:24])[CH2:4][O:5][C:6]([CH3:9])([CH3:10])[O:7][CH2:8]1. The catalyst class is: 35. (7) The catalyst class is: 93. Reactant: CS([O-])(=O)=O.[I-].[K+].[C:8](=[O:11])(O)[O-].[Na+].Cl.[NH:14]1[CH2:19][CH2:18][CH:17]([CH2:20][CH2:21][CH2:22][OH:23])[CH2:16][CH2:15]1.Cl.C[N:26]([CH3:29])C=O. Product: [OH:23][CH2:22][CH2:21][CH2:20][CH:17]1[CH2:18][CH2:19][N:14]([CH2:20][CH2:21][CH2:22][O:11][C:8]2[CH:19]=[CH:18][C:17]([C:29]#[N:26])=[CH:16][CH:15]=2)[CH2:15][CH2:16]1. (8) Reactant: [F:1][C:2]1[CH:7]=[C:6]([S:8]([CH3:11])(=[O:10])=[O:9])[CH:5]=[CH:4][C:3]=1[C:12]1[N:13]=[CH:14][C:15]([OH:18])=[N:16][CH:17]=1.CS(O[CH2:24][CH:25]1[CH2:30][CH2:29][N:28]([C:31]([O:33][CH:34]([CH3:36])[CH3:35])=[O:32])[CH2:27][CH2:26]1)(=O)=O.C([O-])([O-])=O.[K+].[K+]. Product: [F:1][C:2]1[CH:7]=[C:6]([S:8]([CH3:11])(=[O:9])=[O:10])[CH:5]=[CH:4][C:3]=1[C:12]1[N:13]=[CH:14][C:15]([O:18][CH2:24][CH:25]2[CH2:30][CH2:29][N:28]([C:31]([O:33][CH:34]([CH3:36])[CH3:35])=[O:32])[CH2:27][CH2:26]2)=[N:16][CH:17]=1. The catalyst class is: 3. (9) Reactant: [Cl:1][C:2]1[CH:3]=[C:4]([OH:28])[CH:5]=[CH:6][C:7]=1[C:8]1[N:12]=[C:11]([C:13]23[CH2:20][CH2:19][C:16]([CH2:21][CH2:22][CH2:23][CH:24]([OH:26])[CH3:25])([CH2:17][CH2:18]2)[CH2:15][CH2:14]3)[N:10](C)[N:9]=1.[CH3:29][N+]1([O-])CCOCC1. Product: [Cl:1][C:2]1[CH:3]=[C:4]([OH:28])[CH:5]=[CH:6][C:7]=1[C:8]1[N:12]([CH3:29])[C:11]([C:13]23[CH2:18][CH2:17][C:16]([CH2:21][CH2:22][CH2:23][C:24](=[O:26])[CH3:25])([CH2:15][CH2:14]2)[CH2:19][CH2:20]3)=[N:10][N:9]=1. The catalyst class is: 678. (10) Reactant: [CH3:1][O:2][C:3]([CH:5]1[CH2:7][CH:6]1[C:8]([OH:10])=O)=[O:4].O1CCCC1.C(Cl)(=O)C(Cl)=O.Cl.[NH2:23][C:24]1[N:25]=[C:26]2[CH:31]=[CH:30][C:29]([O:32][C:33]3[CH:34]=[CH:35][C:36]([CH3:49])=[C:37]([NH:39][C:40]([C:42]4[N:46]([CH3:47])[N:45]=[C:44]([CH3:48])[CH:43]=4)=[O:41])[CH:38]=3)=[N:28][N:27]2[CH:50]=1. Product: [CH3:47][N:46]1[C:42]([C:40]([NH:39][C:37]2[CH:38]=[C:33]([CH:34]=[CH:35][C:36]=2[CH3:49])[O:32][C:29]2[CH:30]=[CH:31][C:26]3[N:27]([CH:50]=[C:24]([NH:23][C:8]([CH:6]4[CH2:7][CH:5]4[C:3]([O:2][CH3:1])=[O:4])=[O:10])[N:25]=3)[N:28]=2)=[O:41])=[CH:43][C:44]([CH3:48])=[N:45]1. The catalyst class is: 402.